From a dataset of Full USPTO retrosynthesis dataset with 1.9M reactions from patents (1976-2016). Predict the reactants needed to synthesize the given product. (1) Given the product [Cl:1][C:2]1[CH:3]=[C:4]([C:16]([NH:18][C@H:19]([C:21]2[CH:29]=[CH:28][C:24]([C:25]([OH:27])=[O:26])=[CH:23][CH:22]=2)[CH3:20])=[O:17])[C:5]([O:8][C:9]2[CH:14]=[CH:13][CH:12]=[C:11]([Cl:30])[CH:10]=2)=[N:6][CH:7]=1, predict the reactants needed to synthesize it. The reactants are: [Cl:1][C:2]1[CH:3]=[C:4]([C:16]([NH:18][C@H:19]([C:21]2[CH:29]=[CH:28][C:24]([C:25]([OH:27])=[O:26])=[CH:23][CH:22]=2)[CH3:20])=[O:17])[C:5]([O:8][C:9]2[CH:14]=[CH:13][CH:12]=[C:11](F)[CH:10]=2)=[N:6][CH:7]=1.[Cl:30]C1C=C(O)C=CC=1. (2) Given the product [N:10]1[C:11]2[C:6](=[CH:5][CH:4]=[CH:3][C:2]=2[NH:1][CH2:19][C:20]2[CH:29]=[CH:28][C:23]([C:24]([O:26][CH3:27])=[O:25])=[CH:22][CH:21]=2)[CH:7]=[CH:8][CH:9]=1, predict the reactants needed to synthesize it. The reactants are: [NH2:1][C:2]1[CH:3]=[CH:4][CH:5]=[C:6]2[C:11]=1[N:10]=[CH:9][CH:8]=[CH:7]2.C(=O)([O-])[O-].[K+].[K+].Br[CH2:19][C:20]1[CH:29]=[CH:28][C:23]([C:24]([O:26][CH3:27])=[O:25])=[CH:22][CH:21]=1. (3) Given the product [CH3:1][O:2][C:3](=[O:13])[CH2:4][O:5][C:6]1[CH:7]=[N:8][C:9]([C:32]#[C:31][Si:24]([CH:21]([CH3:23])[CH3:22])([CH:28]([CH3:30])[CH3:29])[CH:25]([CH3:27])[CH3:26])=[CH:10][CH:11]=1, predict the reactants needed to synthesize it. The reactants are: [CH3:1][O:2][C:3](=[O:13])[CH2:4][O:5][C:6]1[CH:7]=[N:8][C:9](Br)=[CH:10][CH:11]=1.C(N(CC)CC)C.[CH:21]([Si:24]([C:31]#[CH:32])([CH:28]([CH3:30])[CH3:29])[CH:25]([CH3:27])[CH3:26])([CH3:23])[CH3:22].